Predict the reactants needed to synthesize the given product. From a dataset of Full USPTO retrosynthesis dataset with 1.9M reactions from patents (1976-2016). The reactants are: [CH3:1][O:2][CH:3]([O:15][CH3:16])[C:4]1[C:5]([F:14])=[C:6]([CH2:12][OH:13])[CH:7]=[C:8]([O:10][CH3:11])[CH:9]=1.[H-].[Na+].Br[CH2:20][CH2:21][O:22][CH:23]1[CH2:28][CH2:27][CH2:26][CH2:25][O:24]1.O. Given the product [CH3:16][O:15][CH:3]([O:2][CH3:1])[C:4]1[C:5]([F:14])=[C:6]([CH:7]=[C:8]([O:10][CH3:11])[CH:9]=1)[CH2:12][O:13][CH2:20][CH2:21][O:22][CH:23]1[CH2:28][CH2:27][CH2:26][CH2:25][O:24]1, predict the reactants needed to synthesize it.